From a dataset of Peptide-MHC class II binding affinity with 134,281 pairs from IEDB. Regression. Given a peptide amino acid sequence and an MHC pseudo amino acid sequence, predict their binding affinity value. This is MHC class II binding data. The peptide sequence is YGKFLANVSTVLTGK. The MHC is DRB1_0101 with pseudo-sequence DRB1_0101. The binding affinity (normalized) is 1.00.